Dataset: Full USPTO retrosynthesis dataset with 1.9M reactions from patents (1976-2016). Task: Predict the reactants needed to synthesize the given product. (1) Given the product [Cl:19][C:16]1[CH:17]=[CH:18][C:13]([C:4]2[N:3]([CH2:20][CH3:21])[C:2]([C:24]([OH:25])([CH2:26][CH3:27])[CH2:22][CH3:23])=[N:6][C:5]=2[C:7]2[CH:12]=[CH:11][N:10]=[CH:9][CH:8]=2)=[CH:14][CH:15]=1, predict the reactants needed to synthesize it. The reactants are: Br[C:2]1[N:3]([CH2:20][CH3:21])[C:4]([C:13]2[CH:18]=[CH:17][C:16]([Cl:19])=[CH:15][CH:14]=2)=[C:5]([C:7]2[CH:12]=[CH:11][N:10]=[CH:9][CH:8]=2)[N:6]=1.[CH2:22]([C:24]([CH2:26][CH3:27])=[O:25])[CH3:23]. (2) Given the product [C:1]([C:5]1[O:6][C:7]([C:18]2[N:23]=[C:22]3[N:24]([CH2:28][CH:29]([CH3:31])[CH3:30])[C:25]([NH2:27])=[N:26][C:21]3=[CH:20][CH:19]=2)=[C:8]([C:10]2[CH:11]=[CH:12][C:13]([F:16])=[CH:14][CH:15]=2)[N:9]=1)([CH3:4])([CH3:2])[CH3:3], predict the reactants needed to synthesize it. The reactants are: [C:1]([C:5]1[O:6][CH:7]=[C:8]([C:10]2[CH:15]=[CH:14][C:13]([F:16])=[CH:12][CH:11]=2)[N:9]=1)([CH3:4])([CH3:3])[CH3:2].Br[C:18]1[N:23]=[C:22]2[N:24]([CH2:28][CH:29]([CH3:31])[CH3:30])[C:25]([NH2:27])=[N:26][C:21]2=[CH:20][CH:19]=1.C(=O)([O-])[O-].[Cs+].[Cs+].C1(P(C2C=CC=CC=2)C2C=CC=CC=2)C=CC=CC=1. (3) Given the product [CH3:9][S:8][C:5]1[N:4]=[CH:3][C:2]([B:13]2[O:14][C:15]([CH3:17])([CH3:16])[C:11]([CH3:27])([CH3:10])[O:12]2)=[CH:7][N:6]=1, predict the reactants needed to synthesize it. The reactants are: Br[C:2]1[CH:3]=[N:4][C:5]([S:8][CH3:9])=[N:6][CH:7]=1.[CH3:10][C:11]1([CH3:27])[C:15]([CH3:17])([CH3:16])[O:14][B:13]([B:13]2[O:14][C:15]([CH3:17])([CH3:16])[C:11]([CH3:27])([CH3:10])[O:12]2)[O:12]1.C([O-])(=O)C.[K+]. (4) Given the product [CH3:6][O:5][C:3](=[O:4])[CH2:2][NH:11][C:10]1[CH:12]=[CH:13][CH:14]=[C:8]([Cl:7])[CH:9]=1, predict the reactants needed to synthesize it. The reactants are: Br[CH2:2][C:3]([O:5][CH3:6])=[O:4].[Cl:7][C:8]1[CH:9]=[C:10]([CH:12]=[CH:13][CH:14]=1)[NH2:11].CCN(C(C)C)C(C)C.CN(C=O)C. (5) Given the product [Cl:24][CH:20]([CH:19]([C:15]1[CH:14]=[C:13]2[C:18](=[CH:17][CH:16]=1)[N:9]=[CH:10][CH:11]=[CH:12]2)[CH3:23])[CH:21]=[O:22], predict the reactants needed to synthesize it. The reactants are: N1CCC[C@H]1C(O)=O.[N:9]1[C:18]2[C:13](=[CH:14][C:15]([CH:19]([CH3:23])[CH2:20][CH:21]=[O:22])=[CH:16][CH:17]=2)[CH:12]=[CH:11][CH:10]=1.[Cl:24]N1C(=O)CCC1=O. (6) Given the product [O:1]1[C:5]2[CH:6]=[CH:7][C:8]([C:10]3[S:11][CH:12]=[C:13]([C:15]([NH:17][C:18]4[S:19][C:20]5[CH:26]=[C:25]([C:27]([N:54]6[CH2:59][CH2:58][O:57][CH2:56][CH2:55]6)=[O:29])[CH:24]=[CH:23][C:21]=5[N:22]=4)=[O:16])[N:14]=3)=[CH:9][C:4]=2[CH2:3][CH2:2]1, predict the reactants needed to synthesize it. The reactants are: [O:1]1[C:5]2[CH:6]=[CH:7][C:8]([C:10]3[S:11][CH:12]=[C:13]([C:15]([NH:17][C:18]4[S:19][C:20]5[CH:26]=[C:25]([C:27]([OH:29])=O)[CH:24]=[CH:23][C:21]=5[N:22]=4)=[O:16])[N:14]=3)=[CH:9][C:4]=2[CH2:3][CH2:2]1.CN(C(ON1N=NC2C=CC=CC1=2)=[N+](C)C)C.F[P-](F)(F)(F)(F)F.[NH:54]1[CH2:59][CH2:58][O:57][CH2:56][CH2:55]1. (7) Given the product [OH:2][CH2:3][CH:5]=[CH:6][C:7]1[CH:8]=[C:9]2[C:13](=[CH:14][CH:15]=1)[NH:12][N:11]=[C:10]2/[CH:16]=[CH:17]/[C:18]1[CH:19]=[N:20][CH:21]=[CH:22][CH:23]=1, predict the reactants needed to synthesize it. The reactants are: C[O:2][C:3](/[CH:5]=[CH:6]/[C:7]1[CH:8]=[C:9]2[C:13](=[CH:14][CH:15]=1)[NH:12][N:11]=[C:10]2/[CH:16]=[CH:17]/[C:18]1[CH:19]=[N:20][CH:21]=[CH:22][CH:23]=1)=O.[H-].C([Al+]CC(C)C)C(C)C.O.C(C(C(C([O-])=O)O)O)([O-])=O.[K+].[Na+]. (8) The reactants are: [OH-].[K+].[C:3]([C:6]1[N:11]=[C:10]([C:12]2[CH:17]=[CH:16][C:15]([C:18]3[CH:23]=[CH:22][C:21]([C:24]4([C:27]([O:29]C)=[O:28])[CH2:26][CH2:25]4)=[CH:20][C:19]=3[Cl:31])=[CH:14][CH:13]=2)[C:9]([CH3:32])=[N:8][C:7]=1[CH3:33])(=[O:5])[NH2:4].Cl. Given the product [C:3]([C:6]1[N:11]=[C:10]([C:12]2[CH:13]=[CH:14][C:15]([C:18]3[CH:23]=[CH:22][C:21]([C:24]4([C:27]([OH:29])=[O:28])[CH2:25][CH2:26]4)=[CH:20][C:19]=3[Cl:31])=[CH:16][CH:17]=2)[C:9]([CH3:32])=[N:8][C:7]=1[CH3:33])(=[O:5])[NH2:4], predict the reactants needed to synthesize it. (9) The reactants are: C(N(CC)[C:4]1[CH:26]=[CH:25][C:7]([C:8]([C:10]2[CH:24]=[CH:23][CH:22]=[CH:21][C:11]=2C(OCCCCCC)=O)=[O:9])=[C:6]([OH:27])[CH:5]=1)C.[CH2:30]([C:38](C1C=CC=CC=1)=[C:39](OC)[C:40]([O-])=[O:41])[CH2:31][CH2:32][CH2:33][CH2:34]CCC.CCCCC(COC(C1C=CC=CC=1O)=O)CC. Given the product [CH3:34][CH2:33][CH2:32][CH2:31][CH2:30][CH2:38][CH2:39][CH2:40][O:41][C:4]1[CH:26]=[CH:25][C:7]([C:8]([C:10]2[CH:11]=[CH:21][CH:22]=[CH:23][CH:24]=2)=[O:9])=[C:6]([OH:27])[CH:5]=1, predict the reactants needed to synthesize it. (10) Given the product [F:46][C:45]([F:48])([F:47])[C:43]([OH:49])=[O:44].[N:33]1([CH2:32][CH2:31][O:30][C:26]2[CH:25]=[C:24]([C:21]3[N:19]4[CH:20]=[C:15]([O:14][C@H:11]5[CH2:12][CH2:13][C@H:8]([NH2:7])[CH2:9][CH2:10]5)[CH:16]=[CH:17][C:18]4=[N:23][N:22]=3)[CH:29]=[CH:28][CH:27]=2)[CH2:34][CH2:35][O:36][CH2:37][CH2:38]1, predict the reactants needed to synthesize it. The reactants are: C(OC(=O)[NH:7][C@H:8]1[CH2:13][CH2:12][C@H:11]([O:14][C:15]2[CH:16]=[CH:17][C:18]3[N:19]([C:21]([C:24]4[CH:29]=[CH:28][CH:27]=[C:26]([O:30][CH2:31][CH2:32][N:33]5[CH2:38][CH2:37][O:36][CH2:35][CH2:34]5)[CH:25]=4)=[N:22][N:23]=3)[CH:20]=2)[CH2:10][CH2:9]1)(C)(C)C.C(Cl)Cl.[C:43]([OH:49])([C:45]([F:48])([F:47])[F:46])=[O:44].